From a dataset of Peptide-MHC class II binding affinity with 134,281 pairs from IEDB. Regression. Given a peptide amino acid sequence and an MHC pseudo amino acid sequence, predict their binding affinity value. This is MHC class II binding data. (1) The binding affinity (normalized) is 0.355. The MHC is H-2-IAb with pseudo-sequence H-2-IAb. The peptide sequence is IGRIAETILGYNPSA. (2) The peptide sequence is FLLYVVVVDLPTHIA. The MHC is HLA-DQA10102-DQB10602 with pseudo-sequence HLA-DQA10102-DQB10602. The binding affinity (normalized) is 0. (3) The peptide sequence is YLVGSNMTQRVVIALKK. The MHC is DRB5_0101 with pseudo-sequence DRB5_0101. The binding affinity (normalized) is 0.898. (4) The peptide sequence is TKPEACSGEPVVVHI. The MHC is HLA-DPA10201-DPB11401 with pseudo-sequence HLA-DPA10201-DPB11401. The binding affinity (normalized) is 0. (5) The peptide sequence is SAHCIGITDRDFIEG. The MHC is HLA-DQA10103-DQB10603 with pseudo-sequence HLA-DQA10103-DQB10603. The binding affinity (normalized) is 0. (6) The peptide sequence is PLYRYLGGCFACSL. The MHC is HLA-DPA10103-DPB10401 with pseudo-sequence HLA-DPA10103-DPB10401. The binding affinity (normalized) is 0.723.